From a dataset of Full USPTO retrosynthesis dataset with 1.9M reactions from patents (1976-2016). Predict the reactants needed to synthesize the given product. (1) Given the product [Cl:15][C:16]1[C:24]([Cl:25])=[C:23]([F:26])[CH:22]=[CH:21][C:17]=1[C:18]([Cl:1])=[O:19], predict the reactants needed to synthesize it. The reactants are: [Cl:1]C1C(C(F)(F)F)=CC=CC=1C(Cl)=O.[Cl:15][C:16]1[C:24]([Cl:25])=[C:23]([F:26])[CH:22]=[CH:21][C:17]=1[C:18](O)=[O:19].ClC1C(C(F)(F)F)=CC=CC=1C(O)=O. (2) Given the product [ClH:33].[C:26]1([CH2:25][C@@H:8]([NH2:7])[C:9]([N:11]2[CH2:16][CH2:15][N:14]([C:17]3[CH:22]=[CH:21][CH:20]=[CH:19][C:18]=3[O:23][CH3:24])[CH2:13][CH2:12]2)=[O:10])[CH:31]=[CH:30][CH:29]=[CH:28][CH:27]=1, predict the reactants needed to synthesize it. The reactants are: C(OC(=O)[NH:7][C@H:8]([CH2:25][C:26]1[CH:31]=[CH:30][CH:29]=[CH:28][CH:27]=1)[C:9]([N:11]1[CH2:16][CH2:15][N:14]([C:17]2[CH:22]=[CH:21][CH:20]=[CH:19][C:18]=2[O:23][CH3:24])[CH2:13][CH2:12]1)=[O:10])(C)(C)C.[ClH:33]. (3) Given the product [ClH:38].[F:1][C:2]1[CH:10]=[C:9]2[C:5]([C:6]([C:12]3[N:13]=[C:14]4[C:20]([C:21]([NH:23][C:24]5([CH3:37])[CH2:25][CH2:26][NH:27][CH2:28][CH2:29]5)=[O:22])=[CH:19][NH:18][C:15]4=[N:16][CH:17]=3)=[N:7][N:8]2[CH3:11])=[CH:4][CH:3]=1, predict the reactants needed to synthesize it. The reactants are: [F:1][C:2]1[CH:10]=[C:9]2[C:5]([C:6]([C:12]3[N:13]=[C:14]4[C:20]([C:21]([NH:23][C:24]5([CH3:37])[CH2:29][CH2:28][N:27](C(OC(C)(C)C)=O)[CH2:26][CH2:25]5)=[O:22])=[CH:19][NH:18][C:15]4=[N:16][CH:17]=3)=[N:7][N:8]2[CH3:11])=[CH:4][CH:3]=1.[ClH:38]. (4) Given the product [C:1]([C:5]1[CH:10]=[C:9]([NH:11][S:12]([CH3:15])(=[O:14])=[O:13])[C:8]([O:16][CH3:17])=[C:7]([NH:18][C:19](=[O:20])[NH:21][C:22]2[C:31]3[C:26](=[CH:27][CH:28]=[CH:29][CH:30]=3)[C:25]([O:32][C:33]3[CH:38]=[CH:37][N:36]=[C:35]([NH:40][C:41]4[CH:42]=[C:43]([O:63][CH3:64])[C:44]([C:45]([NH:47][CH2:48][CH2:49][N:50]5[CH2:55][CH2:54][N:53]([CH2:56][CH2:57][OH:58])[CH2:52][CH2:51]5)=[O:46])=[C:59]([O:61][CH3:62])[CH:60]=4)[CH:34]=3)=[CH:24][CH:23]=2)[CH:6]=1)([CH3:4])([CH3:3])[CH3:2], predict the reactants needed to synthesize it. The reactants are: [C:1]([C:5]1[CH:6]=[C:7]([NH:18][C:19]([NH:21][C:22]2[C:31]3[C:26](=[CH:27][CH:28]=[CH:29][CH:30]=3)[C:25]([O:32][C:33]3[CH:38]=[CH:37][N:36]=[C:35](Cl)[CH:34]=3)=[CH:24][CH:23]=2)=[O:20])[C:8]([O:16][CH3:17])=[C:9]([NH:11][S:12]([CH3:15])(=[O:14])=[O:13])[CH:10]=1)([CH3:4])([CH3:3])[CH3:2].[NH2:40][C:41]1[CH:60]=[C:59]([O:61][CH3:62])[C:44]([C:45]([NH:47][CH2:48][CH2:49][N:50]2[CH2:55][CH2:54][N:53]([CH2:56][CH2:57][OH:58])[CH2:52][CH2:51]2)=[O:46])=[C:43]([O:63][CH3:64])[CH:42]=1.C([O-])([O-])=O.[K+].[K+].CC(C1C=C(C(C)C)C(C2C(P(C3CCCCC3)C3CCCCC3)=C(OC)C=CC=2OC)=C(C(C)C)C=1)C.